From a dataset of TCR-epitope binding with 47,182 pairs between 192 epitopes and 23,139 TCRs. Binary Classification. Given a T-cell receptor sequence (or CDR3 region) and an epitope sequence, predict whether binding occurs between them. (1) Result: 0 (the TCR does not bind to the epitope). The epitope is HLVDFQVTI. The TCR CDR3 sequence is CASSQGSLSEAFF. (2) The epitope is ELAGIGILTV. The TCR CDR3 sequence is CSVEDQQGYGYTF. Result: 1 (the TCR binds to the epitope). (3) The epitope is ALSKGVHFV. The TCR CDR3 sequence is CASSQDSGQIDTGELFF. Result: 1 (the TCR binds to the epitope). (4) Result: 0 (the TCR does not bind to the epitope). The epitope is AYAQKIFKI. The TCR CDR3 sequence is CASRHQLAQSSYNEQFF. (5) The epitope is FLPRVFSAV. The TCR CDR3 sequence is CASSYLRLADLYNEQFF. Result: 1 (the TCR binds to the epitope). (6) The epitope is YLKLTDNVYIK. The TCR CDR3 sequence is CASSYLGSGEQYF. Result: 0 (the TCR does not bind to the epitope). (7) The epitope is FLLNKEMYL. The TCR CDR3 sequence is CASSLDPTGGEGEAFF. Result: 1 (the TCR binds to the epitope).